Dataset: Peptide-MHC class I binding affinity with 185,985 pairs from IEDB/IMGT. Task: Regression. Given a peptide amino acid sequence and an MHC pseudo amino acid sequence, predict their binding affinity value. This is MHC class I binding data. (1) The peptide sequence is VFYENRAYGV. The MHC is H-2-Kb with pseudo-sequence H-2-Kb. The binding affinity (normalized) is 0.628. (2) The peptide sequence is RRFFPYYV. The MHC is HLA-B27:06 with pseudo-sequence YHTEYREICAKTDESTLYLNYDYYTWAELAYEWY. The binding affinity (normalized) is 0.182. (3) The peptide sequence is KLRVLYDEFV. The MHC is HLA-A02:06 with pseudo-sequence HLA-A02:06. The binding affinity (normalized) is 0.347. (4) The binding affinity (normalized) is 0.177. The peptide sequence is WRNATIPLFC. The MHC is Mamu-B8301 with pseudo-sequence Mamu-B8301. (5) The peptide sequence is MHEDIISLW. The MHC is HLA-B44:03 with pseudo-sequence HLA-B44:03. The binding affinity (normalized) is 0.275. (6) The peptide sequence is YLHDPLTPY. The MHC is HLA-A68:02 with pseudo-sequence HLA-A68:02. The binding affinity (normalized) is 0.0847.